This data is from NCI-60 drug combinations with 297,098 pairs across 59 cell lines. The task is: Regression. Given two drug SMILES strings and cell line genomic features, predict the synergy score measuring deviation from expected non-interaction effect. (1) Drug 1: CS(=O)(=O)C1=CC(=C(C=C1)C(=O)NC2=CC(=C(C=C2)Cl)C3=CC=CC=N3)Cl. Drug 2: CC12CCC(CC1=CCC3C2CCC4(C3CC=C4C5=CN=CC=C5)C)O. Cell line: KM12. Synergy scores: CSS=17.5, Synergy_ZIP=-9.17, Synergy_Bliss=-5.33, Synergy_Loewe=-9.18, Synergy_HSA=-4.29. (2) Drug 1: CC1CC(C(C(C=C(C(C(C=CC=C(C(=O)NC2=CC(=O)C(=C(C1)C2=O)OC)C)OC)OC(=O)N)C)C)O)OC. Drug 2: CN1C=C(C=N1)C2=C3N=C(C(=C(N3N=C2)N)Br)C4CCCNC4. Cell line: HCT116. Synergy scores: CSS=58.9, Synergy_ZIP=6.60, Synergy_Bliss=8.37, Synergy_Loewe=7.33, Synergy_HSA=9.87.